From a dataset of Blood-brain barrier permeability classification from the B3DB database. Regression/Classification. Given a drug SMILES string, predict its absorption, distribution, metabolism, or excretion properties. Task type varies by dataset: regression for continuous measurements (e.g., permeability, clearance, half-life) or binary classification for categorical outcomes (e.g., BBB penetration, CYP inhibition). Dataset: b3db_classification. (1) The drug is CCC(=O)OC1(C(=O)SCCl)C(C)CC2C3CC(F)C4=CC(=O)C=CC4(C)C3(F)C(O)CC21C. The result is 1 (penetrates BBB). (2) The molecule is CCCCCCCC(=O)OC(O)C(O)CO. The result is 0 (does not penetrate BBB).